This data is from Forward reaction prediction with 1.9M reactions from USPTO patents (1976-2016). The task is: Predict the product of the given reaction. (1) Given the reactants [Br:1][C:2]1[CH:3]=[C:4]([N+:20]([O-:22])=[O:21])[C:5]([C:8]2[CH:13]=[CH:12][C:11](CC(OCC)=O)=[CH:10][CH:9]=2)=[N:6][CH:7]=1.CC1(C)C(C)(C)OB(C2C=C([CH2:37][C:38]([O:40][CH3:41])=[O:39])C=CC=2)O1.BrC1C([N+]([O-])=O)=CC(Br)=CN=1, predict the reaction product. The product is: [Br:1][C:2]1[CH:3]=[C:4]([N+:20]([O-:22])=[O:21])[C:5]([C:8]2[CH:9]=[C:10]([CH2:37][C:38]([O:40][CH3:41])=[O:39])[CH:11]=[CH:12][CH:13]=2)=[N:6][CH:7]=1. (2) Given the reactants [C:1]1(=[O:7])[O:6][C@H:4]([CH3:5])[CH2:3][CH2:2]1.C([O:11][CH2:12][CH3:13])(=O)C.[C:14]([CH:17]([CH:19](C([O-])=O)O)O)([O-])=O.[Na+].[K+].[CH2:26]1COCC1, predict the reaction product. The product is: [C:4]([O:6][C:1](=[O:7])/[CH:2]=[CH:14]/[CH2:17][CH2:19][C@H:12]([OH:11])[CH3:13])([CH3:3])([CH3:5])[CH3:26]. (3) Given the reactants [OH:1][C:2]1[CH:10]=[CH:9][C:5]([C:6]([OH:8])=[O:7])=[CH:4][CH:3]=1.[H+].[B-](F)(F)(F)F.CCOCC.[I:22]N1C(=O)CCC1=O, predict the reaction product. The product is: [I:22][C:3]1[CH:4]=[C:5]([CH:9]=[CH:10][C:2]=1[OH:1])[C:6]([OH:8])=[O:7].